Predict the reactants needed to synthesize the given product. From a dataset of Full USPTO retrosynthesis dataset with 1.9M reactions from patents (1976-2016). (1) Given the product [CH3:3][O:4][C:5]([C:7]1[C:15]2[C:10](=[N:11][CH:12]=[C:13]([Br:16])[CH:14]=2)[N:9]([S:17]([C:20]2[CH:21]=[CH:22][CH:23]=[CH:24][CH:25]=2)(=[O:18])=[O:19])[C:8]=1[CH2:26][N:31]([CH2:30][C:28]#[N:29])[S:32]([C:35]1[CH:36]=[CH:37][C:38]([CH3:41])=[CH:39][CH:40]=1)(=[O:34])=[O:33])=[O:6], predict the reactants needed to synthesize it. The reactants are: [H-].[Na+].[CH3:3][O:4][C:5]([C:7]1[C:15]2[C:10](=[N:11][CH:12]=[C:13]([Br:16])[CH:14]=2)[N:9]([S:17]([C:20]2[CH:25]=[CH:24][CH:23]=[CH:22][CH:21]=2)(=[O:19])=[O:18])[C:8]=1[CH2:26]Br)=[O:6].[C:28]([CH2:30][NH:31][S:32]([C:35]1[CH:40]=[CH:39][C:38]([CH3:41])=[CH:37][CH:36]=1)(=[O:34])=[O:33])#[N:29]. (2) Given the product [C:10]([C:9]1[NH:14][C:5]2[C:6](=[N:7][C:2]([Cl:1])=[CH:3][CH:4]=2)[CH:8]=1)([CH3:13])([CH3:12])[CH3:11], predict the reactants needed to synthesize it. The reactants are: [Cl:1][C:2]1[N:7]=[C:6]([C:8]#[C:9][C:10]([CH3:13])([CH3:12])[CH3:11])[C:5]([NH:14]C(=O)CCC)=[CH:4][CH:3]=1.CC([O-])(C)C.[K+]. (3) Given the product [ClH:26].[CH2:1]1[C:5]2([CH2:6][CH2:7][NH:8][CH2:9][CH2:10]2)[CH2:4][C@@H:3]([C:11]([O:13][CH2:14][CH3:15])=[O:12])[N:2]1[C:16]([O:18][CH2:19][C:20]1[CH:21]=[CH:22][CH:23]=[CH:24][CH:25]=1)=[O:17], predict the reactants needed to synthesize it. The reactants are: [CH2:1]1[C:5]2([CH2:10][CH2:9][NH:8][CH2:7][CH2:6]2)[CH2:4][C@@H:3]([C:11]([O:13][CH2:14][CH3:15])=[O:12])[N:2]1[C:16]([O:18][CH2:19][C:20]1[CH:25]=[CH:24][CH:23]=[CH:22][CH:21]=1)=[O:17].[ClH:26].O1CCOCC1. (4) The reactants are: Cl.[Cl:2][C:3]1[CH:8]=[CH:7][C:6]([NH:9][NH2:10])=[CH:5][CH:4]=1.C([CH:13](O)[C:14]([O-:16])=[O:15])C.[CH3:18]O. Given the product [CH3:18][O:16][C:14](=[O:15])[CH:13]=[N:10][NH:9][C:6]1[CH:7]=[CH:8][C:3]([Cl:2])=[CH:4][CH:5]=1, predict the reactants needed to synthesize it. (5) The reactants are: [CH3:1][CH:2]([C:6](O)=O)[C:3]([OH:5])=[O:4].N1CCCCC1.N1C=CC=CC=1.[F:21][C:22]1[CH:29]=[CH:28][C:25](C=O)=[CH:24][CH:23]=1. Given the product [F:21][C:22]1[CH:29]=[CH:28][C:25](/[CH:6]=[C:2](\[CH3:1])/[C:3]([OH:5])=[O:4])=[CH:24][CH:23]=1, predict the reactants needed to synthesize it. (6) The reactants are: [NH2:1][C:2]1[CH:11]=[C:10]2[C:5]([CH2:6][C@@H:7]([C:33](=[O:45])[NH:34][C@H:35]3[C:44]4[C:39](=[CH:40][CH:41]=[CH:42][CH:43]=4)[CH2:38][CH2:37][CH2:36]3)[N:8]([C:12](=[O:32])[C@@H:13]([NH:18][C:19](=[O:31])[C@@H:20]([N:22]([CH3:30])[C:23](=[O:29])[O:24][C:25]([CH3:28])([CH3:27])[CH3:26])[CH3:21])[C:14]([CH3:17])([CH3:16])[CH3:15])[CH2:9]2)=[CH:4][CH:3]=1.[CH:46]([C:48]1[CH:57]=[CH:56][C:51]([C:52]([O:54][CH3:55])=[O:53])=[CH:50][CH:49]=1)=O.C(O[BH-](OC(=O)C)OC(=O)C)(=O)C.[Na+]. Given the product [C:25]([O:24][C:23]([N:22]([CH3:30])[C@@H:20]([CH3:21])[C:19]([NH:18][C@@H:13]([C:14]([CH3:15])([CH3:16])[CH3:17])[C:12]([N:8]1[C@H:7]([C:33](=[O:45])[NH:34][C@H:35]2[C:44]3[C:39](=[CH:40][CH:41]=[CH:42][CH:43]=3)[CH2:38][CH2:37][CH2:36]2)[CH2:6][C:5]2[C:10](=[CH:11][C:2]([NH:1][CH2:46][C:48]3[CH:57]=[CH:56][C:51]([C:52]([O:54][CH3:55])=[O:53])=[CH:50][CH:49]=3)=[CH:3][CH:4]=2)[CH2:9]1)=[O:32])=[O:31])=[O:29])([CH3:27])([CH3:28])[CH3:26], predict the reactants needed to synthesize it.